Dataset: NCI-60 drug combinations with 297,098 pairs across 59 cell lines. Task: Regression. Given two drug SMILES strings and cell line genomic features, predict the synergy score measuring deviation from expected non-interaction effect. (1) Synergy scores: CSS=63.1, Synergy_ZIP=10.5, Synergy_Bliss=10.2, Synergy_Loewe=13.1, Synergy_HSA=15.5. Drug 2: C1CCC(CC1)NC(=O)N(CCCl)N=O. Cell line: IGROV1. Drug 1: COC1=C(C=C2C(=C1)N=CN=C2NC3=CC(=C(C=C3)F)Cl)OCCCN4CCOCC4. (2) Drug 1: CN(C)N=NC1=C(NC=N1)C(=O)N. Drug 2: CC1CCC2CC(C(=CC=CC=CC(CC(C(=O)C(C(C(=CC(C(=O)CC(OC(=O)C3CCCCN3C(=O)C(=O)C1(O2)O)C(C)CC4CCC(C(C4)OC)OCCO)C)C)O)OC)C)C)C)OC. Cell line: UO-31. Synergy scores: CSS=20.6, Synergy_ZIP=-6.95, Synergy_Bliss=-4.42, Synergy_Loewe=0.188, Synergy_HSA=0.942. (3) Drug 1: CC1C(C(CC(O1)OC2CC(CC3=C2C(=C4C(=C3O)C(=O)C5=C(C4=O)C(=CC=C5)OC)O)(C(=O)C)O)N)O.Cl. Drug 2: C1=C(C(=O)NC(=O)N1)F. Cell line: IGROV1. Synergy scores: CSS=48.8, Synergy_ZIP=3.33, Synergy_Bliss=6.57, Synergy_Loewe=8.36, Synergy_HSA=10.3. (4) Drug 1: CCC1(CC2CC(C3=C(CCN(C2)C1)C4=CC=CC=C4N3)(C5=C(C=C6C(=C5)C78CCN9C7C(C=CC9)(C(C(C8N6C=O)(C(=O)OC)O)OC(=O)C)CC)OC)C(=O)OC)O.OS(=O)(=O)O. Drug 2: C1=NC2=C(N1)C(=S)N=CN2. Cell line: NCI-H226. Synergy scores: CSS=26.1, Synergy_ZIP=-6.52, Synergy_Bliss=-5.71, Synergy_Loewe=-1.42, Synergy_HSA=-0.680. (5) Drug 1: C1=NC(=NC(=O)N1C2C(C(C(O2)CO)O)O)N. Drug 2: CS(=O)(=O)CCNCC1=CC=C(O1)C2=CC3=C(C=C2)N=CN=C3NC4=CC(=C(C=C4)OCC5=CC(=CC=C5)F)Cl. Cell line: OVCAR3. Synergy scores: CSS=18.6, Synergy_ZIP=-7.43, Synergy_Bliss=-0.797, Synergy_Loewe=-1.73, Synergy_HSA=0.331. (6) Drug 1: CN(CC1=CN=C2C(=N1)C(=NC(=N2)N)N)C3=CC=C(C=C3)C(=O)NC(CCC(=O)O)C(=O)O. Drug 2: CC1=C(C(CCC1)(C)C)C=CC(=CC=CC(=CC(=O)O)C)C. Cell line: SK-OV-3. Synergy scores: CSS=31.3, Synergy_ZIP=0.624, Synergy_Bliss=-0.840, Synergy_Loewe=-2.54, Synergy_HSA=-2.49. (7) Drug 1: C1CN1P(=S)(N2CC2)N3CC3. Drug 2: C1CNP(=O)(OC1)N(CCCl)CCCl. Cell line: NCI-H226. Synergy scores: CSS=-2.47, Synergy_ZIP=1.47, Synergy_Bliss=-0.0485, Synergy_Loewe=-3.86, Synergy_HSA=-4.39. (8) Drug 1: CC1C(C(CC(O1)OC2CC(OC(C2O)C)OC3=CC4=CC5=C(C(=O)C(C(C5)C(C(=O)C(C(C)O)O)OC)OC6CC(C(C(O6)C)O)OC7CC(C(C(O7)C)O)OC8CC(C(C(O8)C)O)(C)O)C(=C4C(=C3C)O)O)O)O. Drug 2: CC1CCCC2(C(O2)CC(NC(=O)CC(C(C(=O)C(C1O)C)(C)C)O)C(=CC3=CSC(=N3)C)C)C. Cell line: SK-OV-3. Synergy scores: CSS=53.3, Synergy_ZIP=0.176, Synergy_Bliss=-1.05, Synergy_Loewe=0.780, Synergy_HSA=2.46. (9) Drug 1: CC1=C2C(C(=O)C3(C(CC4C(C3C(C(C2(C)C)(CC1OC(=O)C(C(C5=CC=CC=C5)NC(=O)OC(C)(C)C)O)O)OC(=O)C6=CC=CC=C6)(CO4)OC(=O)C)O)C)O. Drug 2: CN(C(=O)NC(C=O)C(C(C(CO)O)O)O)N=O. Cell line: SF-268. Synergy scores: CSS=17.7, Synergy_ZIP=-4.39, Synergy_Bliss=-1.04, Synergy_Loewe=-2.17, Synergy_HSA=-2.14.